Dataset: Peptide-MHC class I binding affinity with 185,985 pairs from IEDB/IMGT. Task: Regression. Given a peptide amino acid sequence and an MHC pseudo amino acid sequence, predict their binding affinity value. This is MHC class I binding data. (1) The peptide sequence is LLDPLYFEV. The MHC is HLA-B44:02 with pseudo-sequence HLA-B44:02. The binding affinity (normalized) is 0.0847. (2) The peptide sequence is ETFGFEIQSY. The MHC is Patr-B1301 with pseudo-sequence Patr-B1301. The binding affinity (normalized) is 0.501. (3) The MHC is HLA-B40:01 with pseudo-sequence HLA-B40:01. The peptide sequence is NPTQAPVIQLHAVY. The binding affinity (normalized) is 0.0122. (4) The peptide sequence is HSNIEEVAL. The binding affinity (normalized) is 0.367. The MHC is HLA-B35:03 with pseudo-sequence HLA-B35:03. (5) The peptide sequence is IEAKINVAD. The MHC is HLA-A02:11 with pseudo-sequence HLA-A02:11. The binding affinity (normalized) is 0.0847. (6) The peptide sequence is HCALLDCIMY. The MHC is HLA-A29:02 with pseudo-sequence HLA-A29:02. The binding affinity (normalized) is 0.289.